This data is from NCI-60 drug combinations with 297,098 pairs across 59 cell lines. The task is: Regression. Given two drug SMILES strings and cell line genomic features, predict the synergy score measuring deviation from expected non-interaction effect. (1) Drug 1: CNC(=O)C1=CC=CC=C1SC2=CC3=C(C=C2)C(=NN3)C=CC4=CC=CC=N4. Drug 2: CC=C1C(=O)NC(C(=O)OC2CC(=O)NC(C(=O)NC(CSSCCC=C2)C(=O)N1)C(C)C)C(C)C. Cell line: OVCAR-5. Synergy scores: CSS=50.5, Synergy_ZIP=-2.28, Synergy_Bliss=-9.87, Synergy_Loewe=-73.8, Synergy_HSA=-10.8. (2) Drug 1: COC1=C2C(=CC3=C1OC=C3)C=CC(=O)O2. Cell line: HCT-15. Synergy scores: CSS=56.8, Synergy_ZIP=-2.52, Synergy_Bliss=-8.31, Synergy_Loewe=-38.4, Synergy_HSA=-7.46. Drug 2: B(C(CC(C)C)NC(=O)C(CC1=CC=CC=C1)NC(=O)C2=NC=CN=C2)(O)O. (3) Drug 1: CCN(CC)CCNC(=O)C1=C(NC(=C1C)C=C2C3=C(C=CC(=C3)F)NC2=O)C. Drug 2: CC1=C(N=C(N=C1N)C(CC(=O)N)NCC(C(=O)N)N)C(=O)NC(C(C2=CN=CN2)OC3C(C(C(C(O3)CO)O)O)OC4C(C(C(C(O4)CO)O)OC(=O)N)O)C(=O)NC(C)C(C(C)C(=O)NC(C(C)O)C(=O)NCCC5=NC(=CS5)C6=NC(=CS6)C(=O)NCCC[S+](C)C)O. Cell line: DU-145. Synergy scores: CSS=31.6, Synergy_ZIP=-0.761, Synergy_Bliss=0.318, Synergy_Loewe=-5.19, Synergy_HSA=3.66. (4) Drug 1: CC1=CC2C(CCC3(C2CCC3(C(=O)C)OC(=O)C)C)C4(C1=CC(=O)CC4)C. Drug 2: CC(C)(C#N)C1=CC(=CC(=C1)CN2C=NC=N2)C(C)(C)C#N. Cell line: HCC-2998. Synergy scores: CSS=-0.840, Synergy_ZIP=2.30, Synergy_Bliss=0.215, Synergy_Loewe=-1.97, Synergy_HSA=-2.72. (5) Drug 1: C1=CN(C=N1)CC(O)(P(=O)(O)O)P(=O)(O)O. Drug 2: CS(=O)(=O)OCCCCOS(=O)(=O)C. Cell line: UACC-257. Synergy scores: CSS=-0.562, Synergy_ZIP=-1.31, Synergy_Bliss=-3.60, Synergy_Loewe=-1.49, Synergy_HSA=-2.68. (6) Drug 1: C1=CC(=CC=C1CCC2=CNC3=C2C(=O)NC(=N3)N)C(=O)NC(CCC(=O)O)C(=O)O. Drug 2: C1CC(C1)(C(=O)O)C(=O)O.[NH2-].[NH2-].[Pt+2]. Cell line: ACHN. Synergy scores: CSS=57.2, Synergy_ZIP=-1.38, Synergy_Bliss=-1.23, Synergy_Loewe=3.16, Synergy_HSA=4.56. (7) Drug 1: C1=C(C(=O)NC(=O)N1)F. Drug 2: CC1=C2C(C(=O)C3(C(CC4C(C3C(C(C2(C)C)(CC1OC(=O)C(C(C5=CC=CC=C5)NC(=O)OC(C)(C)C)O)O)OC(=O)C6=CC=CC=C6)(CO4)OC(=O)C)O)C)O. Cell line: PC-3. Synergy scores: CSS=37.6, Synergy_ZIP=-5.66, Synergy_Bliss=-7.37, Synergy_Loewe=-3.39, Synergy_HSA=-1.07. (8) Drug 1: C1CN1P(=S)(N2CC2)N3CC3. Drug 2: C1CNP(=O)(OC1)N(CCCl)CCCl. Cell line: TK-10. Synergy scores: CSS=6.19, Synergy_ZIP=2.89, Synergy_Bliss=-0.703, Synergy_Loewe=-2.62, Synergy_HSA=0.427. (9) Drug 1: CC1C(C(=O)NC(C(=O)N2CCCC2C(=O)N(CC(=O)N(C(C(=O)O1)C(C)C)C)C)C(C)C)NC(=O)C3=C4C(=C(C=C3)C)OC5=C(C(=O)C(=C(C5=N4)C(=O)NC6C(OC(=O)C(N(C(=O)CN(C(=O)C7CCCN7C(=O)C(NC6=O)C(C)C)C)C)C(C)C)C)N)C. Drug 2: CC1C(C(CC(O1)OC2CC(CC3=C2C(=C4C(=C3O)C(=O)C5=CC=CC=C5C4=O)O)(C(=O)C)O)N)O. Cell line: MOLT-4. Synergy scores: CSS=50.9, Synergy_ZIP=8.52, Synergy_Bliss=5.23, Synergy_Loewe=-4.14, Synergy_HSA=4.66.